Dataset: Full USPTO retrosynthesis dataset with 1.9M reactions from patents (1976-2016). Task: Predict the reactants needed to synthesize the given product. (1) The reactants are: [Br:1][C:2]1[CH:3]=[C:4]([CH:8]=[C:9]([C:11]([F:14])([F:13])[F:12])[CH:10]=1)[C:5]([NH2:7])=O.ClC1N=C(Cl)N=C(Cl)N=1.O. Given the product [Br:1][C:2]1[CH:3]=[C:4]([CH:8]=[C:9]([C:11]([F:12])([F:13])[F:14])[CH:10]=1)[C:5]#[N:7], predict the reactants needed to synthesize it. (2) Given the product [O:19]=[C:14]1[C:13]([C:7]2[CH:12]=[CH:11][CH:10]=[CH:9][CH:8]=2)([C:20]2[CH:21]=[CH:22][CH:23]=[CH:24][CH:25]=2)[CH2:18][CH2:17][CH2:16][N:15]1[CH2:27][C:28]([N:30]([CH:41]1[CH2:46][CH2:45][N:44]([C:47]([O:49][C:50]([CH3:53])([CH3:52])[CH3:51])=[O:48])[CH2:43][CH2:42]1)[C:31]1[CH:36]=[CH:35][C:34]([C:37]([F:38])([F:39])[F:40])=[CH:33][CH:32]=1)=[O:29], predict the reactants needed to synthesize it. The reactants are: CC(C)([O-])C.[K+].[C:7]1([C:13]2([C:20]3[CH:25]=[CH:24][CH:23]=[CH:22][CH:21]=3)[CH2:18][CH2:17][CH2:16][NH:15][C:14]2=[O:19])[CH:12]=[CH:11][CH:10]=[CH:9][CH:8]=1.Br[CH2:27][C:28]([N:30]([CH:41]1[CH2:46][CH2:45][N:44]([C:47]([O:49][C:50]([CH3:53])([CH3:52])[CH3:51])=[O:48])[CH2:43][CH2:42]1)[C:31]1[CH:36]=[CH:35][C:34]([C:37]([F:40])([F:39])[F:38])=[CH:33][CH:32]=1)=[O:29]. (3) Given the product [S:1]1[C:5]2[CH:6]=[CH:7][CH:8]=[CH:9][C:4]=2[N:3]=[C:2]1[CH:10]([O:27][CH:28]1[CH2:33][CH2:32][N:31]([CH3:34])[CH2:30][CH2:29]1)[C:11]1[CH:12]=[C:13]([N:17]2[CH2:22][CH2:21][CH:20]([OH:23])[CH2:19][CH2:18]2)[CH:14]=[CH:15][CH:16]=1.[C:25]([O-:37])(=[O:35])[C:24]([O-:23])=[O:26], predict the reactants needed to synthesize it. The reactants are: [S:1]1[C:5]2[CH:6]=[CH:7][CH:8]=[CH:9][C:4]=2[N:3]=[C:2]1[CH:10]([O:27][CH:28]1[CH2:33][CH2:32][N:31]([CH3:34])[CH2:30][CH2:29]1)[C:11]1[CH:12]=[C:13]([N:17]2[CH2:22][CH2:21][CH:20]([O:23][C:24](=[O:26])[CH3:25])[CH2:19][CH2:18]2)[CH:14]=[CH:15][CH:16]=1.[OH-:35].[Na+].[OH2:37]. (4) Given the product [CH3:14][C:5]1[CH:6]=[CH:7][CH:8]=[C:9]2[C:4]=1[N:3]=[C:2]([C:18]1[CH:19]=[CH:20][CH:21]=[CH:22][C:17]=1[C:16]([F:27])([F:26])[F:15])[C:11]([CH:12]=[O:13])=[CH:10]2, predict the reactants needed to synthesize it. The reactants are: Cl[C:2]1[C:11]([CH:12]=[O:13])=[CH:10][C:9]2[C:4](=[C:5]([CH3:14])[CH:6]=[CH:7][CH:8]=2)[N:3]=1.[F:15][C:16]([F:27])([F:26])[C:17]1[CH:22]=[CH:21][CH:20]=[CH:19][C:18]=1B(O)O.C(=O)([O-])[O-].[Na+].[Na+]. (5) Given the product [CH:13]1([N:11]2[CH2:12][CH:8]([CH2:7][OH:6])[C:9]([CH3:21])([CH3:22])[C:10]2=[O:20])[CH2:14][CH2:15][CH2:16][CH2:17][CH2:18][CH2:19]1, predict the reactants needed to synthesize it. The reactants are: C([SiH2][O:6][C:7](C)(C)[CH:8]1[CH2:12][N:11]([CH:13]2[CH2:19][CH2:18][CH2:17][CH2:16][CH2:15][CH2:14]2)[C:10](=[O:20])[C:9]1([CH3:22])[CH3:21])(C)(C)C. (6) Given the product [CH3:52][N:53]1[C:55](=[O:56])[CH2:17][CH2:18][CH:14]1[CH2:13][O:12][C:7]1[CH:8]=[C:9]2[C:4](=[CH:5][CH:6]=1)[CH:3]=[C:2]([C:27]1[C:35]3[C:30](=[CH:31][CH:32]=[C:33]([C:36]#[N:37])[CH:34]=3)[N:29]([CH:38]3[CH2:43][CH2:42][CH2:41][CH2:40][O:39]3)[N:28]=1)[CH:11]=[CH:10]2, predict the reactants needed to synthesize it. The reactants are: Br[C:2]1[CH:3]=[C:4]2[C:9](=[CH:10][CH:11]=1)[CH:8]=[C:7]([O:12][CH2:13][CH:14]1[CH2:18][CH2:17]N(C)C1=O)[CH:6]=[CH:5]2.C([O-])(=O)C.[K+].Br[C:27]1[C:35]2[C:30](=[CH:31][CH:32]=[C:33]([C:36]#[N:37])[CH:34]=2)[N:29]([CH:38]2[CH2:43][CH2:42][CH2:41][CH2:40][O:39]2)[N:28]=1.P([O-])([O-])([O-])=O.[K+].[K+].[K+].[CH3:52][N:53]([CH:55]=[O:56])C. (7) Given the product [CH3:36][O:35][C:33]([N:8]1[CH2:7][C@@H:6]([N:10]2[C:18]3[C:13](=[N:14][C:15]([C:20]4[C:21]([O:29][CH3:30])=[N:22][C:23]([CH:26]([CH3:28])[CH3:27])=[CH:24][CH:25]=4)=[C:16]([CH3:19])[CH:17]=3)[C:12]([CH3:31])=[CH:11]2)[C@@H:5]([O:4][CH2:3][CH2:2][F:1])[CH2:9]1)=[O:34], predict the reactants needed to synthesize it. The reactants are: [F:1][CH2:2][CH2:3][O:4][C@H:5]1[CH2:9][NH:8][CH2:7][C@H:6]1[N:10]1[C:18]2[C:13](=[N:14][C:15]([C:20]3[C:21]([O:29][CH3:30])=[N:22][C:23]([CH:26]([CH3:28])[CH3:27])=[CH:24][CH:25]=3)=[C:16]([CH3:19])[CH:17]=2)[C:12]([CH3:31])=[CH:11]1.Cl[C:33]([O:35][CH3:36])=[O:34]. (8) Given the product [CH:45]1[C:50]2=[C:51]3[C:60](=[CH:61][C:62]([C:41]4[CH:29]=[C:30]5[C:39]([CH:38]=[C:37]6[C:32](=[CH:31]5)[CH:33]=[CH:34][CH:35]=[CH:36]6)=[C:40]5[CH:27]=[CH:28][CH:44]=[CH:43][C:42]=45)=[C:49]2[CH:48]=[CH:47][CH:46]=1)[CH:59]=[C:58]1[C:53]([CH:54]=[CH:55][CH:56]=[CH:57]1)=[CH:52]3, predict the reactants needed to synthesize it. The reactants are: BrC1C2C(C(C3C=CC4C(=CC=CC=4)C=3)=C3C=1C=CC=C3)=CC=CC=2.Br[C:27]1[CH:40]=[C:39]2[C:30]([CH:31]=[C:32]3[C:37](=[CH:38]2)[CH:36]=[CH:35][CH:34]=[CH:33]3)=[C:29]2[CH:41]=[CH:42][CH:43]=[CH:44][C:28]=12.[CH:45]1[C:50]2=[C:51]3[C:60](=[CH:61][CH:62]=[C:49]2[C:48](B(O)O)=[CH:47][CH:46]=1)[CH:59]=[C:58]1[C:53]([CH:54]=[CH:55][CH:56]=[CH:57]1)=[CH:52]3.C1C2C3C(C=C(B(O)O)C=2C=CC=1)=CC1C(=CC=CC=1)C=3.